This data is from Catalyst prediction with 721,799 reactions and 888 catalyst types from USPTO. The task is: Predict which catalyst facilitates the given reaction. (1) Reactant: [F:1][C:2]([F:32])([F:31])[C:3]1[CH:30]=[CH:29][C:6]([CH2:7][N:8]2[CH2:13][CH:12]3[CH:10]([CH2:11]3)[CH:9]2[C:14]([NH:16][C@H:17]([C:19]2[CH:28]=[CH:27][C:22]([C:23]([O:25]C)=[O:24])=[CH:21][CH:20]=2)[CH3:18])=[O:15])=[CH:5][CH:4]=1.O[Li].O. Product: [F:31][C:2]([F:1])([F:32])[C:3]1[CH:4]=[CH:5][C:6]([CH2:7][N:8]2[CH2:13][CH:12]3[CH:10]([CH2:11]3)[CH:9]2[C:14]([NH:16][C@H:17]([C:19]2[CH:20]=[CH:21][C:22]([C:23]([OH:25])=[O:24])=[CH:27][CH:28]=2)[CH3:18])=[O:15])=[CH:29][CH:30]=1. The catalyst class is: 38. (2) Reactant: C(Cl)(=O)C(Cl)=O.CS(C)=O.[F:11][C:12]1[CH:17]=[CH:16][C:15]([C:18]([CH3:22])([CH3:21])[CH2:19][OH:20])=[CH:14][CH:13]=1.C(N(CC)CC)C. Product: [F:11][C:12]1[CH:13]=[CH:14][C:15]([C:18]([CH3:22])([CH3:21])[CH:19]=[O:20])=[CH:16][CH:17]=1. The catalyst class is: 46. (3) Reactant: [F:1][C:2]1[CH:7]=[C:6]([F:8])[CH:5]=[C:4]([F:9])[N:3]=1.C(NC(C)C)(C)C.[Li].[Cl:18][C:19]1[CH:26]=[CH:25][CH:24]=[CH:23][C:20]=1[CH:21]=[O:22]. Product: [Cl:18][C:19]1[CH:26]=[CH:25][CH:24]=[CH:23][C:20]=1[CH:21]([C:7]1[C:2]([F:1])=[N:3][C:4]([F:9])=[CH:5][C:6]=1[F:8])[OH:22]. The catalyst class is: 1. (4) Reactant: [H-].[Na+].[OH:3][C:4]1[CH:19]=[CH:18][CH:17]=[CH:16][C:5]=1[C:6]([O:8][CH2:9][C:10]1[CH:15]=[CH:14][CH:13]=[CH:12][CH:11]=1)=[O:7].Cl[C:21]1[CH:26]=[CH:25][C:24]([C:27]2[S:28][C:29]3[N:30]=[CH:31][N:32]=[CH:33][C:34]=3[N:35]=2)=[CH:23][C:22]=1[C:36]#[N:37].O. Product: [C:36]([C:22]1[CH:23]=[C:24]([C:27]2[S:28][C:29]3[N:30]=[CH:31][N:32]=[CH:33][C:34]=3[N:35]=2)[CH:25]=[CH:26][C:21]=1[O:3][C:4]1[CH:19]=[CH:18][CH:17]=[CH:16][C:5]=1[C:6]([O:8][CH2:9][C:10]1[CH:15]=[CH:14][CH:13]=[CH:12][CH:11]=1)=[O:7])#[N:37]. The catalyst class is: 16. (5) Reactant: [N-:1]=[N+:2]=[N-:3].[Na+].[C:5]1([S:15]([C:18]2[C:26]3[C:21](=[CH:22][CH:23]=[C:24]([O:27][CH2:28][CH2:29]OS(C4C=CC(C)=CC=4)(=O)=O)[CH:25]=3)[NH:20][N:19]=2)(=[O:17])=[O:16])[C:14]2[C:9](=[CH:10][CH:11]=[CH:12][CH:13]=2)[CH:8]=[CH:7][CH:6]=1.O. Product: [N:1]([CH2:29][CH2:28][O:27][C:24]1[CH:25]=[C:26]2[C:21](=[CH:22][CH:23]=1)[NH:20][N:19]=[C:18]2[S:15]([C:5]1[C:14]2[C:9](=[CH:10][CH:11]=[CH:12][CH:13]=2)[CH:8]=[CH:7][CH:6]=1)(=[O:16])=[O:17])=[N+:2]=[N-:3]. The catalyst class is: 3. (6) Reactant: [OH:1][C:2]1[C:9]([CH3:10])=[CH:8][CH:7]=[CH:6][C:3]=1[CH:4]=O.Cl.[NH2:12]O.C([O-])(=O)C.[Na+]. Product: [OH:1][C:2]1[C:9]([CH3:10])=[CH:8][CH:7]=[CH:6][C:3]=1[C:4]#[N:12]. The catalyst class is: 106.